Dataset: Peptide-MHC class I binding affinity with 185,985 pairs from IEDB/IMGT. Task: Regression. Given a peptide amino acid sequence and an MHC pseudo amino acid sequence, predict their binding affinity value. This is MHC class I binding data. (1) The peptide sequence is FLRKRRRFF. The MHC is HLA-B35:01 with pseudo-sequence HLA-B35:01. The binding affinity (normalized) is 0.0847. (2) The peptide sequence is CPAEIVDTV. The MHC is Mamu-A2201 with pseudo-sequence Mamu-A2201. The binding affinity (normalized) is 0.457. (3) The peptide sequence is SYVFNFHKY. The MHC is HLA-A69:01 with pseudo-sequence HLA-A69:01. The binding affinity (normalized) is 0.0847.